Dataset: Forward reaction prediction with 1.9M reactions from USPTO patents (1976-2016). Task: Predict the product of the given reaction. (1) Given the reactants CO[CH:3](OC)[CH2:4][N:5]([CH3:30])[C:6]([NH:8][C:9]1[CH:18]=[C:17]2[C:12]([CH:13]=[C:14]([C:20]3[CH:25]=[CH:24][CH:23]=[CH:22][C:21]=3[C:26]([F:29])([F:28])[F:27])[NH:15][C:16]2=[O:19])=[CH:11][CH:10]=1)=[O:7], predict the reaction product. The product is: [CH3:30][N:5]1[CH:4]=[CH:3][N:8]([C:9]2[CH:18]=[C:17]3[C:12]([CH:13]=[C:14]([C:20]4[CH:25]=[CH:24][CH:23]=[CH:22][C:21]=4[C:26]([F:28])([F:29])[F:27])[NH:15][C:16]3=[O:19])=[CH:11][CH:10]=2)[C:6]1=[O:7]. (2) Given the reactants [C:1]([O:4][C@H:5]1[CH2:10][CH2:9][C@H:8]2[C@H:11]3[C@H:20]([CH2:21][CH2:22][C@:6]12[CH3:7])[C@@H:19]1[C:14](=[CH:15][C:16](=[O:23])[CH2:17][CH2:18]1)[CH:13]=[CH:12]3)(=[O:3])[CH3:2].[Br-].[Li+].[S-][C:27]1C=CC=C[CH:28]=1.[Li+].[Cl-].[NH4+], predict the reaction product. The product is: [C:1]([O:4][C@H:5]1[CH2:10][CH2:9][C@H:8]2[C@H:11]3[C@H:20]([CH2:21][CH2:22][C@:6]12[CH3:7])[C@@H:19]1[C:14](=[CH:15][C:16](=[O:23])[CH2:17][CH2:18]1)[CH2:13][C@H:12]3[CH:27]=[CH2:28])(=[O:3])[CH3:2]. (3) Given the reactants [F:1][C:2]1[CH:3]=[C:4]([C:21]2[CH:22]=[N:23][N:24]3[CH:29]=[CH:28][C:27]([N:30]4[C@@H:34]([C:35]5[CH:40]=[CH:39][CH:38]=[CH:37][C:36]=5[O:41][CH3:42])[CH2:33][O:32][C:31]4=[O:43])=[N:26][C:25]=23)[CH:5]=[CH:6][C:7]=1[C:8]1[N:12]=[CH:11][N:10](COCC[Si](C)(C)C)[N:9]=1.FC(F)(F)C(O)=O, predict the reaction product. The product is: [F:1][C:2]1[CH:3]=[C:4]([C:21]2[CH:22]=[N:23][N:24]3[CH:29]=[CH:28][C:27]([N:30]4[C@@H:34]([C:35]5[CH:40]=[CH:39][CH:38]=[CH:37][C:36]=5[O:41][CH3:42])[CH2:33][O:32][C:31]4=[O:43])=[N:26][C:25]=23)[CH:5]=[CH:6][C:7]=1[C:8]1[N:12]=[CH:11][NH:10][N:9]=1. (4) The product is: [CH2:10]([C:9]1[CH:8]=[CH:7][C:6]([CH:4]([CH3:5])[C:2]([O:1][CH2:21][CH3:22])=[O:3])=[CH:15][CH:14]=1)[CH:11]([CH3:12])[CH3:13]. Given the reactants [OH:1][C:2]([CH:4]([C:6]1[CH:15]=[CH:14][C:9]([CH2:10][CH:11]([CH3:13])[CH3:12])=[CH:8][CH:7]=1)[CH3:5])=[O:3].Cl[Si](C)(C)C.[CH3:21][CH2:22]O, predict the reaction product. (5) Given the reactants C(OC(N1CCC(N[C:15]2[O:16][C:17]3[CH:23]=[CH:22][CH:21]=[C:20]([O:24][CH2:25][C:26]4[CH:31]=[CH:30][CH:29]=[CH:28][CH:27]=4)[C:18]=3[N:19]=2)CC1)=O)(C)(C)C.NC1C(OCC2C=CC=CC=2)=CC=CC=1O.CCOC([S-])=[S:52].[K+], predict the reaction product. The product is: [CH2:25]([O:24][C:20]1[C:18]2[N:19]=[C:15]([SH:52])[O:16][C:17]=2[CH:23]=[CH:22][CH:21]=1)[C:26]1[CH:31]=[CH:30][CH:29]=[CH:28][CH:27]=1. (6) The product is: [CH:18]1[C:13]([C:1]2[CH:6]=[CH:5][C:4]3[C:7]([O:9][C:10](=[O:11])[C:3]=3[CH:2]=2)=[O:8])=[CH:14][C:15]2[C:22]([O:24][C:19](=[O:21])[C:16]=2[CH:17]=1)=[O:23]. Given the reactants [C:1]1([C:13]2[CH:18]=[CH:17][C:16]([C:19]([OH:21])=O)=[C:15]([C:22]([OH:24])=[O:23])[CH:14]=2)[CH:6]=[CH:5][C:4]([C:7]([OH:9])=[O:8])=[C:3]([C:10](O)=[O:11])[CH:2]=1, predict the reaction product. (7) Given the reactants [Li]CCCC.[CH3:6][N:7]([CH3:30])[S:8]([N:11]1[C:15](SC2C=CC=CC=2)=[CH:14][N:13]=[C:12]1[Si:23]([C:26]([CH3:29])([CH3:28])[CH3:27])([CH3:25])[CH3:24])(=[O:10])=[O:9].[CH2:31]([O:33]CC)C, predict the reaction product. The product is: [CH3:30][N:7]([CH3:6])[S:8]([N:11]1[C:15]([CH:31]=[O:33])=[CH:14][N:13]=[C:12]1[Si:23]([C:26]([CH3:28])([CH3:29])[CH3:27])([CH3:24])[CH3:25])(=[O:10])=[O:9].